Dataset: Forward reaction prediction with 1.9M reactions from USPTO patents (1976-2016). Task: Predict the product of the given reaction. (1) Given the reactants [C:1]([O:5][C:6]([N:8]([CH3:49])[CH:9]1[CH2:14][CH2:13][CH:12]([N:15]([CH2:30][C:31]2[CH:32]=[C:33]([C:39]3[CH:44]=[CH:43][N:42]=[C:41]([C:45]([O:47]C)=O)[CH:40]=3)[CH:34]=[CH:35][C:36]=2[O:37][CH3:38])[C:16]([C:18]2[S:22][C:21]3[C:23]([F:28])=[CH:24][CH:25]=[C:26]([F:27])[C:20]=3[C:19]=2[Cl:29])=[O:17])[CH2:11][CH2:10]1)=[O:7])([CH3:4])([CH3:3])[CH3:2].[NH3:50], predict the reaction product. The product is: [C:45]([C:41]1[CH:40]=[C:39]([C:33]2[CH:34]=[CH:35][C:36]([O:37][CH3:38])=[C:31]([CH:32]=2)[CH2:30][N:15]([C:16]([C:18]2[S:22][C:21]3[C:23]([F:28])=[CH:24][CH:25]=[C:26]([F:27])[C:20]=3[C:19]=2[Cl:29])=[O:17])[CH:12]2[CH2:11][CH2:10][CH:9]([N:8]([CH3:49])[C:6](=[O:7])[O:5][C:1]([CH3:2])([CH3:4])[CH3:3])[CH2:14][CH2:13]2)[CH:44]=[CH:43][N:42]=1)(=[O:47])[NH2:50]. (2) Given the reactants [Si]([O:8][CH2:9][C:10]1[N:14]2[C:15](=[O:31])[N:16]([CH:18]3[CH2:23][CH2:22][N:21]([C:24]([O:26][C:27]([CH3:30])([CH3:29])[CH3:28])=[O:25])[CH2:20][CH2:19]3)[CH2:17][C:13]2=[CH:12][N:11]=1)(C(C)(C)C)(C)C.[F-].C([N+](CCCC)(CCCC)CCCC)CCC, predict the reaction product. The product is: [OH:8][CH2:9][C:10]1[N:14]2[C:15](=[O:31])[N:16]([CH:18]3[CH2:19][CH2:20][N:21]([C:24]([O:26][C:27]([CH3:29])([CH3:28])[CH3:30])=[O:25])[CH2:22][CH2:23]3)[CH2:17][C:13]2=[CH:12][N:11]=1. (3) Given the reactants [CH2:1]([N:5]([CH2:21][CH2:22][CH2:23][CH3:24])[C:6](=[N:16][CH2:17][CH2:18][CH2:19][CH3:20])[N:7]([CH2:12][CH2:13][CH2:14][CH3:15])[CH2:8][CH2:9][CH2:10][CH3:11])[CH2:2][CH2:3][CH3:4].[Br:25][CH2:26][CH2:27][CH2:28][CH3:29], predict the reaction product. The product is: [Br-:25].[CH2:21]([N:5]([CH2:1][CH2:2][CH2:3][CH3:4])[C:6]([N:16]([CH2:26][CH2:27][CH2:28][CH3:29])[CH2:17][CH2:18][CH2:19][CH3:20])=[N+:7]([CH2:8][CH2:9][CH2:10][CH3:11])[CH2:12][CH2:13][CH2:14][CH3:15])[CH2:22][CH2:23][CH3:24]. (4) Given the reactants [Cl:1][C:2]1[C:7]([C:8]([C:10]2[NH:14][CH:13]=[C:12]([S:15](Cl)(=[O:17])=[O:16])[CH:11]=2)=[O:9])=[CH:6][CH:5]=[CH:4][N:3]=1.[CH2:19]([NH2:26])[C:20]1[CH:25]=[CH:24][CH:23]=[CH:22][CH:21]=1.C(N(CC)CC)C, predict the reaction product. The product is: [CH2:19]([NH:26][S:15]([C:12]1[CH:11]=[C:10]([C:8]([C:7]2[C:2]([Cl:1])=[N:3][CH:4]=[CH:5][CH:6]=2)=[O:9])[NH:14][CH:13]=1)(=[O:17])=[O:16])[C:20]1[CH:25]=[CH:24][CH:23]=[CH:22][CH:21]=1. (5) Given the reactants C(OC(=O)[NH:7][C:8]1[CH:13]=[C:12]([N:14]2[CH2:19][CH2:18][O:17][CH2:16][CH2:15]2)[C:11]([C:20]([F:23])([F:22])[F:21])=[CH:10][C:9]=1[NH:24][C:25](=[O:42])[CH2:26][C:27]([C:29]1[CH:34]=[CH:33][CH:32]=[C:31]([C:35]2[CH:40]=[CH:39][N:38]=[C:37]([CH3:41])[CH:36]=2)[CH:30]=1)=O)(C)(C)C.[C:44](O)(C(F)(F)F)=O, predict the reaction product. The product is: [CH3:44][C:39]1[CH:40]=[C:35]([C:31]2[CH:30]=[C:29]([C:27]3[CH2:26][C:25](=[O:42])[NH:24][C:9]4[CH:10]=[C:11]([C:20]([F:21])([F:23])[F:22])[C:12]([N:14]5[CH2:15][CH2:16][O:17][CH2:18][CH2:19]5)=[CH:13][C:8]=4[N:7]=3)[CH:34]=[CH:33][CH:32]=2)[CH:36]=[C:37]([CH3:41])[N:38]=1. (6) Given the reactants [CH3:1][Si:2]([CH3:5])([CH3:4])Cl.[O-:6][P:7]([O:10][P:11]([O-:14])([O-:13])=[O:12])(=[O:9])[O-:8].[K+].[K+].[K+].[K+], predict the reaction product. The product is: [O:9]([Si:2]([CH3:5])([CH3:4])[CH3:1])[P:7]([O:10][P:11]([O:14][Si:2]([CH3:5])([CH3:4])[CH3:1])([O:13][Si:2]([CH3:5])([CH3:4])[CH3:1])=[O:12])(=[O:8])[O:6][Si:2]([CH3:5])([CH3:4])[CH3:1].